From a dataset of Forward reaction prediction with 1.9M reactions from USPTO patents (1976-2016). Predict the product of the given reaction. (1) Given the reactants Cl[CH:2]([NH:7][C:8](=[O:16])[C:9]1[CH:14]=[CH:13][C:12]([CH3:15])=[CH:11][CH:10]=1)[C:3]([F:6])([F:5])[F:4].[S-:17][C:18]#[N:19].[K+], predict the reaction product. The product is: [CH3:15][C:12]1[CH:13]=[CH:14][C:9]([C:8]([NH:7][CH:2]([N:19]=[C:18]=[S:17])[C:3]([F:6])([F:5])[F:4])=[O:16])=[CH:10][CH:11]=1. (2) Given the reactants [Cl:1][C:2]1[N:7]=[C:6]([NH:8][C:9]2[CH:14]=[CH:13][C:12]([F:15])=[C:11]([Cl:16])[C:10]=2[F:17])[CH:5]=[CH:4][N:3]=1.[C:18]([O-])([O-])=O.[Cs+].[Cs+].IC, predict the reaction product. The product is: [Cl:1][C:2]1[N:7]=[C:6]([N:8]([C:9]2[CH:14]=[CH:13][C:12]([F:15])=[C:11]([Cl:16])[C:10]=2[F:17])[CH3:18])[CH:5]=[CH:4][N:3]=1. (3) Given the reactants [NH2:1][CH2:2][C:3]1[CH:8]=[CH:7][CH:6]=[CH:5][C:4]=1[CH2:9][CH2:10][OH:11].C1(N)CCC1.Cl[C:18]1[C:19]2[CH:38]=[CH:37][NH:36][C:20]=2[N:21]=[C:22]([NH:24][C:25]2[CH:26]=[C:27]([NH:31][S:32]([CH3:35])(=[O:34])=[O:33])[CH:28]=[CH:29][CH:30]=2)[N:23]=1.ClC1N=C(NC2C=C(NS(C)(=O)=O)C=CC=2)N=C2C=1N=CN2, predict the reaction product. The product is: [OH:11][CH2:10][CH2:9][C:4]1[CH:5]=[CH:6][CH:7]=[CH:8][C:3]=1[CH2:2][NH:1][C:18]1[C:19]2[CH:38]=[CH:37][NH:36][C:20]=2[N:21]=[C:22]([NH:24][C:25]2[CH:26]=[C:27]([NH:31][S:32]([CH3:35])(=[O:34])=[O:33])[CH:28]=[CH:29][CH:30]=2)[N:23]=1. (4) Given the reactants Br[CH2:2][C:3]1[N:7]([CH3:8])[N:6]([C:9]2[CH:14]=[CH:13][CH:12]=[CH:11][CH:10]=2)[C:5](=[O:15])[C:4]=1[Cl:16].[CH3:17][C:18]1[CH:23]=[CH:22][N:21]=[C:20]([N:24]2[CH2:29][CH2:28][NH:27][CH2:26][CH2:25]2)[CH:19]=1, predict the reaction product. The product is: [Cl:16][C:4]1[C:5](=[O:15])[N:6]([C:9]2[CH:14]=[CH:13][CH:12]=[CH:11][CH:10]=2)[N:7]([CH3:8])[C:3]=1[CH2:2][N:27]1[CH2:28][CH2:29][N:24]([C:20]2[CH:19]=[C:18]([CH3:17])[CH:23]=[CH:22][N:21]=2)[CH2:25][CH2:26]1. (5) Given the reactants CC1C=CC(S(O[CH2:12][CH:13]2[CH2:17][C:16]3[CH:18]=[C:19]([C:28]([F:31])([F:30])[F:29])[CH:20]=[C:21]([C:22]4[CH:27]=[CH:26][CH:25]=[CH:24][CH:23]=4)[C:15]=3[O:14]2)(=O)=O)=CC=1.[CH3:32][NH2:33], predict the reaction product. The product is: [CH3:32][NH:33][CH2:12][CH:13]1[CH2:17][C:16]2[CH:18]=[C:19]([C:28]([F:31])([F:30])[F:29])[CH:20]=[C:21]([C:22]3[CH:27]=[CH:26][CH:25]=[CH:24][CH:23]=3)[C:15]=2[O:14]1. (6) Given the reactants I[C:2]1[CH:3]=[N:4][N:5]([CH2:7][CH2:8][O:9][CH:10]2[CH2:15][CH2:14][CH2:13][CH2:12][O:11]2)[CH:6]=1.CO[B:18]1[O:22][C:21]([CH3:24])([CH3:23])[C:20]([CH3:26])([CH3:25])[O:19]1, predict the reaction product. The product is: [O:11]1[CH2:12][CH2:13][CH2:14][CH2:15][CH:10]1[O:9][CH2:8][CH2:7][N:5]1[CH:6]=[C:2]([B:18]2[O:22][C:21]([CH3:24])([CH3:23])[C:20]([CH3:26])([CH3:25])[O:19]2)[CH:3]=[N:4]1. (7) Given the reactants [Si]([O:8][CH:9]([C:22]1[O:23][C:24]([C:27]2[CH:34]=[CH:33][CH:32]=[CH:31][C:28]=2[C:29]#[N:30])=[CH:25][N:26]=1)[CH2:10][CH2:11][CH2:12][CH2:13][CH2:14][CH2:15][C:16]1[CH:21]=[CH:20][CH:19]=[CH:18][CH:17]=1)(C(C)(C)C)(C)C.[Si](OC(C1OC([Sn](CCCC)(CCCC)CCCC)=CN=1)CCCCCCC1C=CC=CC=1)(C(C)(C)C)(C)C.BrC1C=CC=CC=1C#N, predict the reaction product. The product is: [C:16]1([CH2:15][CH2:14][CH2:13][CH2:12][CH2:11][CH2:10][C:9]([C:22]2[O:23][C:24]([C:27]3[CH:34]=[CH:33][CH:32]=[CH:31][C:28]=3[C:29]#[N:30])=[CH:25][N:26]=2)=[O:8])[CH:21]=[CH:20][CH:19]=[CH:18][CH:17]=1.